This data is from NCI-60 drug combinations with 297,098 pairs across 59 cell lines. The task is: Regression. Given two drug SMILES strings and cell line genomic features, predict the synergy score measuring deviation from expected non-interaction effect. Drug 2: CCC(=C(C1=CC=CC=C1)C2=CC=C(C=C2)OCCN(C)C)C3=CC=CC=C3.C(C(=O)O)C(CC(=O)O)(C(=O)O)O. Synergy scores: CSS=40.0, Synergy_ZIP=-2.88, Synergy_Bliss=-9.83, Synergy_Loewe=-15.0, Synergy_HSA=-13.6. Drug 1: C1=CC(=CC=C1CCCC(=O)O)N(CCCl)CCCl. Cell line: RPMI-8226.